From a dataset of Forward reaction prediction with 1.9M reactions from USPTO patents (1976-2016). Predict the product of the given reaction. (1) Given the reactants [I:1][CH2:2][C:3]1[N:4]=[C:5]([C:14]2[CH:19]=[CH:18][C:17](C)=[CH:16][CH:15]=2)[O:6][C:7]=1[C:8]1[CH:13]=CC=CC=1.C(C(=O)C(=NO)C)C.[F:29][C:30]([F:40])([F:39])C1C=CC=CC=1C=O, predict the reaction product. The product is: [I:1][CH2:2][C:3]1[N:4]=[C:5]([C:14]2[CH:15]=[CH:16][CH:17]=[CH:18][C:19]=2[C:30]([F:40])([F:39])[F:29])[O:6][C:7]=1[CH2:8][CH3:13]. (2) Given the reactants Cl[C:2]1[C:7]([C:8]#[N:9])=[CH:6][N:5]=[C:4]([S:10][CH3:11])[N:3]=1.C(O)(=O)C, predict the reaction product. The product is: [CH3:11][S:10][C:4]1[N:5]=[CH:6][C:7]([C:8]#[N:9])=[CH:2][N:3]=1. (3) Given the reactants [Cl:1][C:2]1[C:7](=[O:8])[C:6]([OH:9])=[C:5]([CH:10](O)[C:11]([F:14])([F:13])[F:12])[N:4]([CH3:16])[C:3]=1[CH3:17].S(Cl)(Cl)=O.[BH4-].[Na+], predict the reaction product. The product is: [Cl:1][C:2]1[C:7](=[O:8])[C:6]([OH:9])=[C:5]([CH2:10][C:11]([F:12])([F:13])[F:14])[N:4]([CH3:16])[C:3]=1[CH3:17].